This data is from Full USPTO retrosynthesis dataset with 1.9M reactions from patents (1976-2016). The task is: Predict the reactants needed to synthesize the given product. The reactants are: [OH:1][N:2]1[C:6]([Br:7])=[C:5]([Br:8])[C:4]([Br:9])=[N:3]1.[N:10]1([C:16](Cl)=[O:17])[CH2:15][CH2:14][O:13][CH2:12][CH2:11]1. Given the product [Br:9][C:4]1[C:5]([Br:8])=[C:6]([Br:7])[N:2]([O:1][C:16]([N:10]2[CH2:15][CH2:14][O:13][CH2:12][CH2:11]2)=[O:17])[N:3]=1, predict the reactants needed to synthesize it.